This data is from Forward reaction prediction with 1.9M reactions from USPTO patents (1976-2016). The task is: Predict the product of the given reaction. (1) Given the reactants Br[C:2]1[CH:7]=[CH:6][C:5]([O:8][CH3:9])=[C:4]([O:10][CH2:11][CH3:12])[CH:3]=1.C([Li])CCC.[O:18]1[C:22]2[CH:23]=[CH:24][C:25]([CH:27]=[O:28])=[CH:26][C:21]=2[O:20][CH2:19]1.C(O)(C)C, predict the reaction product. The product is: [O:18]1[C:22]2[CH:23]=[CH:24][C:25]([CH:27]([C:2]3[CH:7]=[CH:6][C:5]([O:8][CH3:9])=[C:4]([O:10][CH2:11][CH3:12])[CH:3]=3)[OH:28])=[CH:26][C:21]=2[O:20][CH2:19]1. (2) Given the reactants C(N(CC)CC)C.Cl.C(N=C=NCCCN(C)C)C.[O:20]1[CH:24]=[CH:23][CH:22]=[C:21]1[C:25]([NH:27][NH2:28])=[O:26].[Cl:29][C:30]1[CH:35]=[CH:34][C:33]([S:36]([CH:39]([C:49]2[CH:54]=[C:53]([F:55])[CH:52]=[CH:51][C:50]=2[F:56])[C:40]2[N:45]=[CH:44][C:43]([C:46](O)=[O:47])=[CH:42][CH:41]=2)(=[O:38])=[O:37])=[CH:32][CH:31]=1, predict the reaction product. The product is: [O:20]1[CH:24]=[CH:23][CH:22]=[C:21]1[C:25]([NH:27][NH:28][C:46](=[O:47])[C:43]1[CH:42]=[CH:41][C:40]([CH:39]([S:36]([C:33]2[CH:34]=[CH:35][C:30]([Cl:29])=[CH:31][CH:32]=2)(=[O:37])=[O:38])[C:49]2[CH:54]=[C:53]([F:55])[CH:52]=[CH:51][C:50]=2[F:56])=[N:45][CH:44]=1)=[O:26]. (3) Given the reactants [F:1][C:2]([F:18])([F:17])[C:3]1[N:8]=[C:7]2[CH:9]=[C:10]([C:12]([O:14][CH2:15][CH3:16])=[O:13])[NH:11][C:6]2=[CH:5][CH:4]=1.[N:19]1[CH:24]=[CH:23][C:22]([CH2:25]O)=[CH:21][CH:20]=1, predict the reaction product. The product is: [N:19]1[CH:24]=[CH:23][C:22]([CH2:25][N:11]2[C:6]3[C:7](=[N:8][C:3]([C:2]([F:1])([F:17])[F:18])=[CH:4][CH:5]=3)[CH:9]=[C:10]2[C:12]([O:14][CH2:15][CH3:16])=[O:13])=[CH:21][CH:20]=1. (4) Given the reactants [Br:1][CH2:2][CH2:3]Br.C(=O)([O-])[O-].[K+].[K+].[OH:11][C:12]1[CH:13]=[C:14]([CH:19]=[CH:20][CH:21]=1)[C:15]([O:17][CH3:18])=[O:16], predict the reaction product. The product is: [Br:1][CH2:2][CH2:3][O:11][C:12]1[CH:13]=[C:14]([CH:19]=[CH:20][CH:21]=1)[C:15]([O:17][CH3:18])=[O:16].